This data is from Catalyst prediction with 721,799 reactions and 888 catalyst types from USPTO. The task is: Predict which catalyst facilitates the given reaction. (1) Reactant: [CH:1]1([N:4]([CH2:18][CH2:19][O:20][CH2:21][C:22](O)=[O:23])[S:5]([C:8]2[CH:13]=[CH:12][CH:11]=[CH:10][C:9]=2[C:14]([F:17])([F:16])[F:15])(=[O:7])=[O:6])[CH2:3][CH2:2]1.C(N(C(C)C)CC)(C)C.C1C=CC2N(O)N=NC=2C=1.CCN=C=NCCCN(C)C.Cl.Cl.[CH:57]1([N:60]2[CH2:65][CH2:64][N:63]([C:66]3([CH2:72][NH:73][C:74](=[O:81])[C:75]4[CH:80]=[CH:79][N:78]=[CH:77][CH:76]=4)[CH2:71][CH2:70][NH:69][CH2:68][CH2:67]3)[CH2:62][CH2:61]2)[CH2:59][CH2:58]1. Product: [CH:1]1([N:4]([CH2:18][CH2:19][O:20][CH2:21][C:22]([N:69]2[CH2:68][CH2:67][C:66]([CH2:72][NH:73][C:74](=[O:81])[C:75]3[CH:80]=[CH:79][N:78]=[CH:77][CH:76]=3)([N:63]3[CH2:62][CH2:61][N:60]([CH:57]4[CH2:58][CH2:59]4)[CH2:65][CH2:64]3)[CH2:71][CH2:70]2)=[O:23])[S:5]([C:8]2[CH:13]=[CH:12][CH:11]=[CH:10][C:9]=2[C:14]([F:15])([F:17])[F:16])(=[O:7])=[O:6])[CH2:2][CH2:3]1. The catalyst class is: 139. (2) Reactant: [C:1]([O:5][C:6](=[O:24])[NH:7][CH2:8][C:9]1[C:14]([C:15]2[CH:20]=[CH:19][C:18]([Cl:21])=[CH:17][C:16]=2[Cl:22])=[CH:13][N:12]=[C:11](Cl)[CH:10]=1)([CH3:4])([CH3:3])[CH3:2].O.[NH2:26][NH2:27].CCOC(C)=O. Product: [C:1]([O:5][C:6](=[O:24])[NH:7][CH2:8][C:9]1[C:14]([C:15]2[CH:20]=[CH:19][C:18]([Cl:21])=[CH:17][C:16]=2[Cl:22])=[CH:13][N:12]=[C:11]([NH:26][NH2:27])[CH:10]=1)([CH3:4])([CH3:3])[CH3:2]. The catalyst class is: 12. (3) The catalyst class is: 3. Reactant: [Cl:1][C:2]1[CH:7]=[C:6]([Cl:8])[CH:5]=[CH:4][C:3]=1[C:9]1[N:10]2[N:17]=[C:16]([CH3:18])[C:15]([NH:19][C:20](=[O:23])[CH2:21][CH3:22])=[C:11]2[O:12][C:13]=1[CH3:14].[H-].[Na+].I[CH2:27][CH2:28][CH3:29]. Product: [Cl:1][C:2]1[CH:7]=[C:6]([Cl:8])[CH:5]=[CH:4][C:3]=1[C:9]1[N:10]2[N:17]=[C:16]([CH3:18])[C:15]([N:19]([CH2:27][CH2:28][CH3:29])[C:20](=[O:23])[CH2:21][CH3:22])=[C:11]2[O:12][C:13]=1[CH3:14]. (4) Reactant: C(=O)([O-])[O-].[K+].[K+].Br[CH:8]1[CH2:13][CH2:12][O:11][CH2:10][CH2:9]1.[I-].[Na+].[O:16]=[S:17]1(=[O:34])[CH2:22][CH2:21][N:20]2[CH:23]=[CH:24][CH:25]=[C:26]([C:27]3[CH:32]=[CH:31][C:30]([OH:33])=[CH:29][CH:28]=3)[C:19]2=[N:18]1.[OH-].[Na+]. Product: [O:11]1[CH2:12][CH2:13][CH:8]([O:33][C:30]2[CH:29]=[CH:28][C:27]([C:26]3[C:19]4=[N:18][S:17](=[O:34])(=[O:16])[CH2:22][CH2:21][N:20]4[CH:23]=[CH:24][CH:25]=3)=[CH:32][CH:31]=2)[CH2:9][CH2:10]1. The catalyst class is: 16. (5) Reactant: [Br:1][C:2]1[CH:3]=[C:4]2[C:8](=[CH:9][CH:10]=1)[NH:7][C:6]([CH2:11][CH2:12][OH:13])=[CH:5]2.N1C=CN=C1.[CH3:19][C:20]([Si:23](Cl)([CH3:25])[CH3:24])([CH3:22])[CH3:21]. Product: [Br:1][C:2]1[CH:3]=[C:4]2[C:8](=[CH:9][CH:10]=1)[NH:7][C:6]([CH2:11][CH2:12][O:13][Si:23]([C:20]([CH3:22])([CH3:21])[CH3:19])([CH3:25])[CH3:24])=[CH:5]2. The catalyst class is: 2. (6) The catalyst class is: 5. Product: [CH3:54][O:50][C:49](=[O:51])[CH2:48][CH2:47][C@H:16]1[CH2:15][C@H:14]([C:11]2[CH:12]=[CH:13][C:8]([CH2:7][O:6][CH2:5][C@H:4]([O:3][CH2:1][CH3:2])[CH3:52])=[CH:9][CH:10]=2)[C@@H:19]([O:20][CH2:21][C:22]2[CH:23]=[CH:24][C:25]3[O:30][CH2:29][CH2:28][N:27]([CH2:31][CH2:32][CH2:33][O:34][CH3:35])[C:26]=3[CH:36]=2)[CH2:18][N:17]1[S:37]([C:40]1[CH:45]=[CH:44][C:43]([CH3:46])=[CH:42][CH:41]=1)(=[O:39])=[O:38]. Reactant: [CH2:1]([O:3][C@H:4]([CH3:52])[CH2:5][O:6][CH2:7][C:8]1[CH:13]=[CH:12][C:11]([C@@H:14]2[C@@H:19]([O:20][CH2:21][C:22]3[CH:23]=[CH:24][C:25]4[O:30][CH2:29][CH2:28][N:27]([CH2:31][CH2:32][CH2:33][O:34][CH3:35])[C:26]=4[CH:36]=3)[CH2:18][N:17]([S:37]([C:40]3[CH:45]=[CH:44][C:43]([CH3:46])=[CH:42][CH:41]=3)(=[O:39])=[O:38])[C@@H:16]([CH2:47][CH2:48][C:49]([OH:51])=[O:50])[CH2:15]2)=[CH:10][CH:9]=1)[CH3:2].[Si](C=[N+]=[N-])(C)(C)[CH3:54].S([O-])([O-])(=O)=O.[Mg+2]. (7) The catalyst class is: 12. Reactant: [C:1]([O:5][C:6]([N:8]1[CH2:13][CH2:12][CH:11]([CH2:14][CH2:15][NH2:16])[CH2:10][CH2:9]1)=[O:7])([CH3:4])([CH3:3])[CH3:2].[CH:17]1([NH:20][C:21]([C:23]2[C:31]3[CH:30]=[C:29]([C:32]4[C:37]([Cl:38])=[CH:36][N:35]=[C:34](Cl)[N:33]=4)[S:28][C:27]=3[CH:26]=[CH:25][CH:24]=2)=[O:22])[CH2:19][CH2:18]1.C(N(C(C)C)CC)(C)C. Product: [C:1]([O:5][C:6]([N:8]1[CH2:13][CH2:12][CH:11]([CH2:14][CH2:15][NH:16][C:34]2[N:33]=[C:32]([C:29]3[S:28][C:27]4[CH:26]=[CH:25][CH:24]=[C:23]([C:21](=[O:22])[NH:20][CH:17]5[CH2:18][CH2:19]5)[C:31]=4[CH:30]=3)[C:37]([Cl:38])=[CH:36][N:35]=2)[CH2:10][CH2:9]1)=[O:7])([CH3:4])([CH3:3])[CH3:2]. (8) Reactant: COC1C=C2C(=CC=1OC)CNCC2.C([O:17][C:18](=[O:57])[C:19]([NH:49]C(OC(C)(C)C)=O)([CH2:33][CH2:34][N:35]1[CH2:44][CH2:43][C:42]2[C:37](=[CH:38][C:39]([O:47][CH3:48])=[C:40]([O:45][CH3:46])[CH:41]=2)[CH2:36]1)[CH2:20][CH2:21][CH2:22][CH2:23][B:24]1[O:28]C(C)(C)C(C)(C)[O:25]1)C.[ClH:58]. Product: [ClH:58].[ClH:58].[NH2:49][C:19]([CH2:33][CH2:34][N:35]1[CH2:44][CH2:43][C:42]2[C:37](=[CH:38][C:39]([O:47][CH3:48])=[C:40]([O:45][CH3:46])[CH:41]=2)[CH2:36]1)([CH2:20][CH2:21][CH2:22][CH2:23][B:24]([OH:28])[OH:25])[C:18]([OH:57])=[O:17]. The catalyst class is: 6. (9) Reactant: CO[C:3](=[O:13])[C:4]1[CH:9]=[CH:8][C:7]([Br:10])=[CH:6][C:5]=1[CH2:11]Br.Cl.[NH2:15][CH:16]1[CH2:21][CH2:20][C:19](=[O:22])[NH:18][C:17]1=[O:23].C(N(CC)CC)C. Product: [Br:10][C:7]1[CH:6]=[C:5]2[C:4](=[CH:9][CH:8]=1)[C:3](=[O:13])[N:15]([CH:16]1[CH2:21][CH2:20][C:19](=[O:22])[NH:18][C:17]1=[O:23])[CH2:11]2. The catalyst class is: 3.